Dataset: Peptide-MHC class II binding affinity with 134,281 pairs from IEDB. Task: Regression. Given a peptide amino acid sequence and an MHC pseudo amino acid sequence, predict their binding affinity value. This is MHC class II binding data. (1) The peptide sequence is FDPYGATISATPESA. The MHC is DRB1_0301 with pseudo-sequence DRB1_0301. The binding affinity (normalized) is 0.0452. (2) The peptide sequence is FQKTILKATTALKDV. The MHC is DRB1_0301 with pseudo-sequence DRB1_0301. The binding affinity (normalized) is 0.529. (3) The peptide sequence is MIRIIAQGPKATFEA. The MHC is HLA-DPA10301-DPB10402 with pseudo-sequence HLA-DPA10301-DPB10402. The binding affinity (normalized) is 0.134. (4) The binding affinity (normalized) is 0.389. The MHC is DRB1_0101 with pseudo-sequence DRB1_0101. The peptide sequence is ARYPIDPFLLNCETD. (5) The peptide sequence is CTSVVLLSVLQQLRV. The MHC is DRB5_0101 with pseudo-sequence DRB5_0101. The binding affinity (normalized) is 0.317.